From a dataset of Forward reaction prediction with 1.9M reactions from USPTO patents (1976-2016). Predict the product of the given reaction. (1) Given the reactants [I-].[CH3:2][O:3][C:4]1[CH:5]=[C:6]([C:13]2[CH:18]=[CH:17][N+:16]([CH2:19][CH2:20][CH3:21])=[CH:15][CH:14]=2)[CH:7]=[CH:8][C:9]=1[N+:10]([O-:12])=[O:11].[BH4-].[Na+], predict the reaction product. The product is: [CH3:2][O:3][C:4]1[CH:5]=[C:6]([C:13]2[CH2:18][CH2:17][N:16]([CH2:19][CH2:20][CH3:21])[CH2:15][CH:14]=2)[CH:7]=[CH:8][C:9]=1[N+:10]([O-:12])=[O:11]. (2) Given the reactants [N+:1]([C:4]1[CH:14]=[CH:13][CH:12]=[C:6]2[C:7]([O:9][C:10](=[O:11])[C:5]=12)=O)([O-:3])=[O:2].[NH2:15][CH2:16][CH2:17][CH2:18][CH2:19][CH2:20][C:21]([OH:23])=[O:22], predict the reaction product. The product is: [N+:1]([C:4]1[CH:14]=[CH:13][CH:12]=[C:6]2[C:7]([N:15]([CH2:16][CH2:17][CH2:18][CH2:19][CH2:20][C:21]([OH:23])=[O:22])[C:10](=[O:11])[C:5]=12)=[O:9])([O-:3])=[O:2]. (3) Given the reactants C(OC([N:8]1[CH2:13][CH2:12][N:11]([C:14]2[CH:19]=[CH:18][C:17]([C:20]3[N:21]=[C:22]4[C:28]([C:29]([C:31]5([CH3:37])[CH2:36][CH2:35][CH2:34][CH2:33][CH2:32]5)=[O:30])=[CH:27][NH:26][C:23]4=[N:24][CH:25]=3)=[CH:16][CH:15]=2)[CH2:10][CH2:9]1)=O)(C)(C)C.C(O)(C(F)(F)F)=O, predict the reaction product. The product is: [CH3:37][C:31]1([C:29]([C:28]2[C:22]3[C:23](=[N:24][CH:25]=[C:20]([C:17]4[CH:18]=[CH:19][C:14]([N:11]5[CH2:12][CH2:13][NH:8][CH2:9][CH2:10]5)=[CH:15][CH:16]=4)[N:21]=3)[NH:26][CH:27]=2)=[O:30])[CH2:36][CH2:35][CH2:34][CH2:33][CH2:32]1. (4) Given the reactants [NH:1]([C:8]([O:10][CH2:11][C:12]1[CH:17]=[CH:16][CH:15]=[CH:14][CH:13]=1)=[O:9])[C@H:2]([C:5]([OH:7])=O)[CH2:3][OH:4].[C:18]1([Mg]Br)[CH:23]=[CH:22][CH:21]=[CH:20][CH:19]=1.Cl.CCCCCC, predict the reaction product. The product is: [OH:4][CH2:3][C@H:2]([NH:1][C:8](=[O:9])[O:10][CH2:11][C:12]1[CH:17]=[CH:16][CH:15]=[CH:14][CH:13]=1)[C:5](=[O:7])[C:18]1[CH:23]=[CH:22][CH:21]=[CH:20][CH:19]=1.